This data is from Peptide-MHC class II binding affinity with 134,281 pairs from IEDB. The task is: Regression. Given a peptide amino acid sequence and an MHC pseudo amino acid sequence, predict their binding affinity value. This is MHC class II binding data. (1) The peptide sequence is HVDLMVGAATVCSALYIGDL. The MHC is DRB1_1501 with pseudo-sequence DRB1_1501. The binding affinity (normalized) is 0.306. (2) The peptide sequence is CPDVMSAGESKHGLTNTA. The MHC is DRB5_0101 with pseudo-sequence DRB5_0101. The binding affinity (normalized) is 0. (3) The peptide sequence is ISGDLKTQIDQVEST. The MHC is DRB1_0404 with pseudo-sequence DRB1_0404. The binding affinity (normalized) is 0.443. (4) The peptide sequence is AFKVAATAANAAPAN. The MHC is HLA-DQA10501-DQB10301 with pseudo-sequence HLA-DQA10501-DQB10301. The binding affinity (normalized) is 0.713. (5) The peptide sequence is LRLGKEFIRCLALPF. The MHC is HLA-DQA10201-DQB10402 with pseudo-sequence HLA-DQA10201-DQB10402. The binding affinity (normalized) is 0.